Dataset: Forward reaction prediction with 1.9M reactions from USPTO patents (1976-2016). Task: Predict the product of the given reaction. (1) Given the reactants [OH-:1].[Na+].[C:3]([OH:22])(=[O:21])[CH2:4][CH2:5][CH2:6][CH2:7][CH2:8][CH2:9][CH2:10][CH2:11][CH2:12]CCCCCCCC.[OH2:23], predict the reaction product. The product is: [C:12]([OH:23])(=[O:1])[CH2:11][CH2:10][CH2:9][CH2:8][CH2:7][CH2:6][CH2:5][CH2:4][C:3]([OH:22])=[O:21]. (2) Given the reactants [C:1]([C:4]1[CH:9]=[CH:8][C:7]([O:10]COC)=[C:6]([O:14][CH3:15])[CH:5]=1)(=O)[CH3:2].C[Si]([N-:20][Si](C)(C)C)(C)C.[Li+].Br[CH2:27][C:28]([O:30]C(C)(C)C)=O.[Cl-].[NH4+:36], predict the reaction product. The product is: [OH:10][C:7]1[CH:8]=[CH:9][C:4]([C:1]2[CH2:2][CH2:27][C:28](=[O:30])[NH:36][N:20]=2)=[CH:5][C:6]=1[O:14][CH3:15]. (3) Given the reactants [CH3:1][NH:2][CH3:3].[F:4][C:5]([F:47])([F:46])[C:6]1[CH:7]=[C:8]([CH:39]=[C:40]([C:42]([F:45])([F:44])[F:43])[CH:41]=1)[C:9]([N:11]1[CH2:16][CH2:15][N:14]([CH2:17][C:18]#[C:19][CH2:20][N:21]2[CH2:26][CH2:25][O:24][CH2:23][C@H:22]2[C:27]([OH:29])=O)[CH2:13][C@H:12]1[CH2:30][C:31]1[CH:36]=[CH:35][C:34]([CH3:37])=[C:33]([CH3:38])[CH:32]=1)=[O:10].ON1C2C=CC=CC=2N=N1.Cl.CN(C)CCCN=C=NCC, predict the reaction product. The product is: [F:43][C:42]([F:44])([F:45])[C:40]1[CH:39]=[C:8]([CH:7]=[C:6]([C:5]([F:4])([F:47])[F:46])[CH:41]=1)[C:9]([N:11]1[CH2:16][CH2:15][N:14]([CH2:17][C:18]#[C:19][CH2:20][N:21]2[CH2:26][CH2:25][O:24][CH2:23][C@H:22]2[C:27](=[O:29])[N:2]([CH3:3])[CH3:1])[CH2:13][C@H:12]1[CH2:30][C:31]1[CH:36]=[CH:35][C:34]([CH3:37])=[C:33]([CH3:38])[CH:32]=1)=[O:10]. (4) Given the reactants CN(C)[CH:3]=[CH:4][C:5]([C:7]1[CH:8]=[C:9]([NH:13][C:14](=[O:25])[C:15]2[CH:20]=[CH:19][CH:18]=[C:17]([C:21]([F:24])([F:23])[F:22])[CH:16]=2)[CH:10]=[CH:11][CH:12]=1)=O.[O:27]1[C:31]([C:32]2[CH:33]=[C:34]([NH2:37])[NH:35][N:36]=2)=CC=N1.C(O)(=[O:40])C, predict the reaction product. The product is: [F:22][C:21]([F:23])([F:24])[C:17]1[CH:16]=[C:15]([CH:20]=[CH:19][CH:18]=1)[C:14]([NH:13][C:9]1[CH:8]=[C:7]([C:5]2[N:35]3[N:36]=[C:32]([C:31]([OH:27])=[O:40])[CH:33]=[C:34]3[N:37]=[CH:3][CH:4]=2)[CH:12]=[CH:11][CH:10]=1)=[O:25].